Dataset: CYP3A4 inhibition data for predicting drug metabolism from PubChem BioAssay. Task: Regression/Classification. Given a drug SMILES string, predict its absorption, distribution, metabolism, or excretion properties. Task type varies by dataset: regression for continuous measurements (e.g., permeability, clearance, half-life) or binary classification for categorical outcomes (e.g., BBB penetration, CYP inhibition). Dataset: cyp3a4_veith. The drug is COc1ccc(CCN2C(=NC(=O)CCC(=O)O)SC3CS(=O)(=O)CC32)cc1. The result is 0 (non-inhibitor).